Predict the product of the given reaction. From a dataset of Forward reaction prediction with 1.9M reactions from USPTO patents (1976-2016). (1) Given the reactants [NH2:1][C:2]1[C:3]([NH:10][C:11]2[CH:16]=[CH:15][C:14]([CH2:17][CH2:18][OH:19])=[CH:13][CH:12]=2)=[N:4][C:5]([CH3:9])=[CH:6][C:7]=1[CH3:8].[C:20](Cl)(=[O:25])[CH2:21][CH:22]([CH3:24])[CH3:23], predict the reaction product. The product is: [CH3:23][CH:22]([CH3:24])[CH2:21][C:20]([O:19][CH2:18][CH2:17][C:14]1[CH:15]=[CH:16][C:11]([N:10]2[C:3]3=[N:4][C:5]([CH3:9])=[CH:6][C:7]([CH3:8])=[C:2]3[N:1]=[C:3]2[CH2:2][CH:7]([CH3:8])[CH3:6])=[CH:12][CH:13]=1)=[O:25]. (2) Given the reactants [CH3:1][N:2]([CH3:26])[CH2:3][C:4]([NH:6][CH2:7][C:8]1([C:14]2[CH:19]=[CH:18][CH:17]=[C:16]([C:20]3[CH:21]=[N:22][N:23]([CH3:25])[CH:24]=3)[CH:15]=2)[CH2:13][CH2:12][NH:11][CH2:10][CH2:9]1)=[O:5].Cl[C:28]1[N:36]=[CH:35][N:34]=[C:33]2[C:29]=1[NH:30][CH:31]=[N:32]2.C(N(CC)CC)C, predict the reaction product. The product is: [CH3:1][N:2]([CH3:26])[CH2:3][C:4]([NH:6][CH2:7][C:8]1([C:14]2[CH:19]=[CH:18][CH:17]=[C:16]([C:20]3[CH:21]=[N:22][N:23]([CH3:25])[CH:24]=3)[CH:15]=2)[CH2:13][CH2:12][N:11]([C:28]2[N:36]=[CH:35][N:34]=[C:33]3[C:29]=2[N:30]=[CH:31][NH:32]3)[CH2:10][CH2:9]1)=[O:5]. (3) Given the reactants Br[C:2]1[CH:16]=[CH:15][C:5]2[N:6]([C:9]3[CH:14]=[CH:13][CH:12]=[CH:11][CH:10]=3)[CH:7]=[N:8][C:4]=2[CH:3]=1.[CH3:17][C:18]1([CH3:39])[C:22]([CH3:24])([CH3:23])[O:21][B:20](C2C=CC(OC3C=CC=CC=3)=CC=2C)[O:19]1, predict the reaction product. The product is: [C:9]1([N:6]2[C:5]3[CH:15]=[CH:16][C:2]([B:20]4[O:21][C:22]([CH3:24])([CH3:23])[C:18]([CH3:39])([CH3:17])[O:19]4)=[CH:3][C:4]=3[N:8]=[CH:7]2)[CH:14]=[CH:13][CH:12]=[CH:11][CH:10]=1. (4) Given the reactants O.NN.Cl.NO.C[N:8](C)/[CH:9]=[CH:10]/[C:11]([C:13]1[S:17][C:16]([N:18]2[CH2:22][CH2:21][N:20]([CH2:23][C:24]3[CH:29]=[CH:28][C:27]([C:30]([F:33])([F:32])[F:31])=[CH:26][CH:25]=3)[C:19]2=[O:34])=[N:15][C:14]=1[CH3:35])=[O:12], predict the reaction product. The product is: [O:12]1[C:11]([C:13]2[S:17][C:16]([N:18]3[CH2:22][CH2:21][N:20]([CH2:23][C:24]4[CH:29]=[CH:28][C:27]([C:30]([F:33])([F:32])[F:31])=[CH:26][CH:25]=4)[C:19]3=[O:34])=[N:15][C:14]=2[CH3:35])=[CH:10][CH:9]=[N:8]1. (5) Given the reactants Br[C:2]1[S:6][C:5]2=[N:7][C:8]([C:10]3[CH:15]=[CH:14][C:13]([F:16])=[CH:12][CH:11]=3)=[CH:9][N:4]2[CH:3]=1.C([Li])CCC.[C:22](=[O:24])=[O:23], predict the reaction product. The product is: [F:16][C:13]1[CH:14]=[CH:15][C:10]([C:8]2[N:7]=[C:5]3[N:4]([CH:9]=2)[CH:3]=[C:2]([C:22]([OH:24])=[O:23])[S:6]3)=[CH:11][CH:12]=1.